Task: Predict the product of the given reaction.. Dataset: Forward reaction prediction with 1.9M reactions from USPTO patents (1976-2016) (1) The product is: [CH3:3][CH:2]([C@H:4]([NH:23][CH:24]=[O:25])[C:5]([O:7][CH2:8][CH2:9][O:10][CH2:11][N:12]1[C:16]2[NH:17][C:18]([NH2:22])=[N:19][C:20](=[O:21])[C:15]=2[N:14]=[CH:13]1)=[O:6])[CH3:1]. Given the reactants [CH3:1][CH:2]([C@H:4]([NH2:23])[C:5]([O:7][CH2:8][CH2:9][O:10][CH2:11][N:12]1[C:16]2[NH:17][C:18]([NH2:22])=[N:19][C:20](=[O:21])[C:15]=2[N:14]=[CH:13]1)=[O:6])[CH3:3].[CH:24]([O-])=[O:25].[NH4+], predict the reaction product. (2) Given the reactants [F:1][C:2]1[C:3]([C:9]#[N:10])=[N:4][CH:5]=[C:6](F)[CH:7]=1.[F:11][C:12]([F:16])([F:15])[CH2:13][OH:14].[H-].[Na+].O, predict the reaction product. The product is: [F:1][C:2]1[C:3]([C:9]#[N:10])=[N:4][CH:5]=[C:6]([O:14][CH2:13][C:12]([F:16])([F:15])[F:11])[CH:7]=1. (3) Given the reactants [F:1][C:2]1[CH:7]=[CH:6][C:5]([C:8]2[N:12]([C:13]3[CH:18]=[CH:17][CH:16]=[CH:15][CH:14]=3)[N:11]=[C:10]([CH2:19][CH2:20][CH:21]=O)[CH:9]=2)=[CH:4][CH:3]=1.[F:23][C:24]1[CH:29]=[CH:28][CH:27]=[CH:26][C:25]=1[N:30]1[CH2:35][CH2:34][NH:33][CH2:32][CH2:31]1.CCN(C(C)C)C(C)C.[BH-](OC(C)=O)(OC(C)=O)OC(C)=O.[Na+], predict the reaction product. The product is: [F:23][C:24]1[CH:29]=[CH:28][CH:27]=[CH:26][C:25]=1[N:30]1[CH2:35][CH2:34][N:33]([CH2:21][CH2:20][CH2:19][C:10]2[CH:9]=[C:8]([C:5]3[CH:6]=[CH:7][C:2]([F:1])=[CH:3][CH:4]=3)[N:12]([C:13]3[CH:18]=[CH:17][CH:16]=[CH:15][CH:14]=3)[N:11]=2)[CH2:32][CH2:31]1. (4) The product is: [NH:1]1[C:5]2[CH:6]=[CH:7][CH:8]=[CH:9][C:4]=2[N:3]=[C:2]1[C:10]1[C:18]2[C:13](=[CH:14][CH:15]=[C:16]([C:34]3[CH:35]=[CH:36][C:31]([C:28]([CH3:30])([CH3:29])[C:26]#[N:27])=[CH:32][CH:33]=3)[CH:17]=2)[N:12]([CH:20]2[CH2:25][CH2:24][CH2:23][CH2:22][O:21]2)[N:11]=1. Given the reactants [NH:1]1[C:5]2[CH:6]=[CH:7][CH:8]=[CH:9][C:4]=2[N:3]=[C:2]1[C:10]1[C:18]2[C:13](=[CH:14][CH:15]=[C:16](Br)[CH:17]=2)[N:12]([CH:20]2[CH2:25][CH2:24][CH2:23][CH2:22][O:21]2)[N:11]=1.[C:26]([C:28]([C:31]1[CH:36]=[CH:35][C:34](B(O)O)=[CH:33][CH:32]=1)([CH3:30])[CH3:29])#[N:27].C1(P(C2C=CC=CC=2)C2C=CC=CC=2)C=CC=CC=1.C([O-])([O-])=O.[Na+].[Na+], predict the reaction product.